The task is: Predict the reactants needed to synthesize the given product.. This data is from Full USPTO retrosynthesis dataset with 1.9M reactions from patents (1976-2016). (1) Given the product [Cl:13][C:14]1[CH:19]=[CH:18][C:17]([S:20]([NH:2][C@H:3]([CH2:7][CH2:8][C:9]([F:10])([F:11])[F:12])[C:4]([NH2:6])=[O:5])(=[O:22])=[O:21])=[CH:16][CH:15]=1, predict the reactants needed to synthesize it. The reactants are: Cl.[NH2:2][C@H:3]([CH2:7][CH2:8][C:9]([F:12])([F:11])[F:10])[C:4]([NH2:6])=[O:5].[Cl:13][C:14]1[CH:19]=[CH:18][C:17]([S:20](Cl)(=[O:22])=[O:21])=[CH:16][CH:15]=1.C1COCC1.C(N(CC)CC)C. (2) Given the product [NH2:17][CH2:18][C@@H:19]1[N:20]([CH2:38][C:39]2[CH:40]=[CH:41][C:42]([C:45]3[CH:46]=[CH:47][CH:48]=[CH:49][CH:50]=3)=[CH:43][CH:44]=2)[C:21](=[O:37])[C@H:22]([CH2:26][C:27]2[CH:36]=[CH:35][C:34]3[C:29](=[CH:30][CH:31]=[CH:32][CH:33]=3)[CH:28]=2)[NH:23][C:24]1=[O:25], predict the reactants needed to synthesize it. The reactants are: C1C2C(COC(=O)[NH:17][CH2:18][C@H:19]3[C:24](=[O:25])[NH:23][C@@H:22]([CH2:26][C:27]4[CH:36]=[CH:35][C:34]5[C:29](=[CH:30][CH:31]=[CH:32][CH:33]=5)[CH:28]=4)[C:21](=[O:37])[N:20]3[CH2:38][C:39]3[CH:44]=[CH:43][C:42]([C:45]4[CH:50]=[CH:49][CH:48]=[CH:47][CH:46]=4)=[CH:41][CH:40]=3)C3C(=CC=CC=3)C=2C=CC=1.NCCN(CCN)CCN. (3) Given the product [F:1][C:2]1[C:3]([CH3:19])=[C:4]([N:8]2[C:12]([O:13][S:34]([C:37]([F:40])([F:39])[F:38])(=[O:36])=[O:35])=[CH:11][C:10]([C:14]([O:16][CH2:17][CH3:18])=[O:15])=[N:9]2)[CH:5]=[CH:6][CH:7]=1, predict the reactants needed to synthesize it. The reactants are: [F:1][C:2]1[C:3]([CH3:19])=[C:4]([N:8]2[C:12]([OH:13])=[CH:11][C:10]([C:14]([O:16][CH2:17][CH3:18])=[O:15])=[N:9]2)[CH:5]=[CH:6][CH:7]=1.C(N(CC)CC)C.C1C=CC(N([S:34]([C:37]([F:40])([F:39])[F:38])(=[O:36])=[O:35])[S:34]([C:37]([F:40])([F:39])[F:38])(=[O:36])=[O:35])=CC=1.